Dataset: Plasma protein binding rate (PPBR) regression data from AstraZeneca. Task: Regression/Classification. Given a drug SMILES string, predict its absorption, distribution, metabolism, or excretion properties. Task type varies by dataset: regression for continuous measurements (e.g., permeability, clearance, half-life) or binary classification for categorical outcomes (e.g., BBB penetration, CYP inhibition). For this dataset (ppbr_az), we predict Y. (1) The drug is O=C(NC1CC1)c1cc(-c2cccs2)on1. The Y is 92.3 %. (2) The molecule is COc1ncc(-c2cccc3c2C[C@H](NC(=O)c2ccc(OCCC(F)(F)F)nc2)CO3)cn1. The Y is 98.7 %. (3) The Y is 89.9 %. The drug is Fc1ccc([C@@H]2CCNC[C@H]2COc2ccc3c(c2)OCO3)cc1. (4) The molecule is CC(C)N1CCN(Cc2cnc(-c3cc(-c4cccc5[nH]ccc45)cc4[nH]ncc34)o2)CC1. The Y is 97.0 %. (5) The compound is O=C(/C=C/c1ccccc1Cl)Nc1ccc2c(c1)C(=O)NC2=O. The Y is 90.5 %. (6) The molecule is COc1cc(/C=C2\SC(=O)NC2=O)ccc1Oc1ccc(C#N)cc1C(F)(F)F. The Y is 100.0 %. (7) The compound is O=C1COc2ccc(CNC3CCN(CCN4C(=O)COc5ccc(-c6ccco6)cc54)CC3)nc2N1. The Y is 99.4 %. (8) The drug is CC(=O)N[C@H](C)c1ccc(Nc2ncc3cc(-c4ccncc4)c(C)cc3n2)cc1. The Y is 98.1 %. (9) The molecule is CC1(C)CNC(=O)c2sc(N3CCOCC3)nc2C1. The Y is 29.9 %.